From a dataset of Forward reaction prediction with 1.9M reactions from USPTO patents (1976-2016). Predict the product of the given reaction. (1) Given the reactants [C:1]([C:4]1[S:5][C:6](Br)=[CH:7][CH:8]=1)(=[O:3])[CH3:2].[F:10][C:11]([F:22])([F:21])[C:12]1[CH:13]=[C:14](B(O)O)[CH:15]=[CH:16][CH:17]=1, predict the reaction product. The product is: [F:10][C:11]([F:22])([F:21])[C:12]1[CH:17]=[C:16]([C:6]2[S:5][C:4]([C:1](=[O:3])[CH3:2])=[CH:8][CH:7]=2)[CH:15]=[CH:14][CH:13]=1. (2) Given the reactants C([O:8][C:9]1[CH:10]=[C:11]([CH:19]([OH:37])[CH2:20][NH:21][C:22]([CH3:36])([CH3:35])[CH2:23][CH2:24][N:25]2[C:29]3[CH:30]=[CH:31][CH:32]=[CH:33][C:28]=3[NH:27][C:26]2=[O:34])[C:12]2[O:16][C:15](=[O:17])[NH:14][C:13]=2[CH:18]=1)C1C=CC=CC=1, predict the reaction product. The product is: [CH3:36][C:22]([NH:21][CH2:20][CH:19]([C:11]1[C:12]2[O:16][C:15](=[O:17])[NH:14][C:13]=2[CH:18]=[C:9]([OH:8])[CH:10]=1)[OH:37])([CH3:35])[CH2:23][CH2:24][N:25]1[C:29]2[CH:30]=[CH:31][CH:32]=[CH:33][C:28]=2[NH:27][C:26]1=[O:34]. (3) Given the reactants [CH3:1][C:2]1([OH:8])[CH2:7][CH2:6][NH:5][CH2:4][CH2:3]1.Br[C:10]1[CH:11]=[CH:12][C:13]([N+:16]([O-:18])=[O:17])=[N:14][CH:15]=1, predict the reaction product. The product is: [CH3:1][C:2]1([OH:8])[CH2:7][CH2:6][N:5]([C:10]2[CH:15]=[N:14][C:13]([N+:16]([O-:18])=[O:17])=[CH:12][CH:11]=2)[CH2:4][CH2:3]1. (4) Given the reactants [NH2:1][CH2:2][CH2:3][O:4][CH2:5][CH2:6][O:7][CH2:8][CH2:9][O:10][CH2:11][CH2:12][O:13][CH2:14][C:15]#[C:16][C:17]1[CH:18]=[C:19]([CH:30]=[CH:31][CH:32]=1)[C:20]([O:22][CH2:23][C:24]1[CH:29]=[CH:28][CH:27]=[CH:26][CH:25]=1)=[O:21].C(N(CC)CC)C.[C:40](O[C:40]([O:42][C:43]([CH3:46])([CH3:45])[CH3:44])=[O:41])([O:42][C:43]([CH3:46])([CH3:45])[CH3:44])=[O:41], predict the reaction product. The product is: [CH3:44][C:43]([CH3:46])([O:42][C:40](=[O:41])[NH:1][CH2:2][CH2:3][O:4][CH2:5][CH2:6][O:7][CH2:8][CH2:9][O:10][CH2:11][CH2:12][O:13][CH2:14][C:15]#[C:16][C:17]1[CH:18]=[C:19]([CH:30]=[CH:31][CH:32]=1)[C:20]([O:22][CH2:23][C:24]1[CH:25]=[CH:26][CH:27]=[CH:28][CH:29]=1)=[O:21])[CH3:45]. (5) Given the reactants [Cl:1][C:2]1[C:7]([C:8]2[CH:13]=[CH:12][CH:11]=[C:10]([N+:14]([O-])=O)[CH:9]=2)=[CH:6][C:5]([C:17]([NH:19][C:20]2[CH:25]=[CH:24][CH:23]=[C:22]([C:26]([F:29])([F:28])[F:27])[CH:21]=2)=[O:18])=[CH:4][CH:3]=1.NC1C=CC=CC=1, predict the reaction product. The product is: [NH2:14][C:10]1[CH:9]=[C:8]([C:7]2[C:2]([Cl:1])=[CH:3][CH:4]=[C:5]([C:17]([NH:19][C:20]3[CH:25]=[CH:24][CH:23]=[C:22]([C:26]([F:29])([F:27])[F:28])[CH:21]=3)=[O:18])[CH:6]=2)[CH:13]=[CH:12][CH:11]=1. (6) Given the reactants [CH3:1][S:2]([C:5]1[CH:6]=[C:7]([S:11](Cl)(=[O:13])=[O:12])[CH:8]=[CH:9][CH:10]=1)(=[O:4])=[O:3].[NH2:15][CH2:16][CH2:17][CH2:18][NH:19][C:20]1[CH:25]=[C:24]([C:26]2[CH:31]=[CH:30][CH:29]=[C:28]([CH3:32])[C:27]=2[CH3:33])[N:23]=[C:22]([NH2:34])[N:21]=1, predict the reaction product. The product is: [NH2:34][C:22]1[N:21]=[C:20]([NH:19][CH2:18][CH2:17][CH2:16][NH:15][S:11]([C:7]2[CH:8]=[CH:9][CH:10]=[C:5]([S:2]([CH3:1])(=[O:4])=[O:3])[CH:6]=2)(=[O:13])=[O:12])[CH:25]=[C:24]([C:26]2[CH:31]=[CH:30][CH:29]=[C:28]([CH3:32])[C:27]=2[CH3:33])[N:23]=1.